The task is: Predict which catalyst facilitates the given reaction.. This data is from Catalyst prediction with 721,799 reactions and 888 catalyst types from USPTO. (1) Reactant: C(=O)(O)[O-].[Na+].[CH2:6]([O:13][C:14]([NH:16][CH:17]([CH2:21][C:22]1[CH:27]=[CH:26][C:25]([Br:28])=[CH:24][CH:23]=1)[C:18]([OH:20])=O)=[O:15])[C:7]1[CH:12]=[CH:11][CH:10]=[CH:9][CH:8]=1.[NH2:29][CH2:30][CH:31]([OH:38])[CH2:32][C:33]([CH3:37])([CH3:36])[CH2:34][CH3:35].Cl.CN(C)CCCN=C=NCC.ON1C2C=CC=CC=2N=N1. Product: [Br:28][C:25]1[CH:26]=[CH:27][C:22]([CH2:21][CH:17]([NH:16][C:14](=[O:15])[O:13][CH2:6][C:7]2[CH:8]=[CH:9][CH:10]=[CH:11][CH:12]=2)[C:18]([NH:29][CH2:30][CH:31]([OH:38])[CH2:32][C:33]([CH3:37])([CH3:36])[CH2:34][CH3:35])=[O:20])=[CH:23][CH:24]=1. The catalyst class is: 2. (2) Reactant: [CH3:1][O:2][C:3]1[N:4]=[CH:5][C:6]([NH2:9])=[N:7][CH:8]=1.[Cl-].C[Al+]C.[CH2:14]([N:16]1[CH:24]=[C:23]2[C:18]([CH:19]=[C:20]([C:36](OC)=[O:37])[CH:21]=[C:22]2[O:25][C:26]2[CH:31]=[CH:30][C:29]([S:32]([CH3:35])(=[O:34])=[O:33])=[CH:28][CH:27]=2)=[N:17]1)[CH3:15].C(C(C(C([O-])=O)O)O)([O-])=O.[Na+].[K+]. Product: [CH2:14]([N:16]1[CH:24]=[C:23]2[C:18]([CH:19]=[C:20]([C:36]([NH:9][C:6]3[CH:5]=[N:4][C:3]([O:2][CH3:1])=[CH:8][N:7]=3)=[O:37])[CH:21]=[C:22]2[O:25][C:26]2[CH:27]=[CH:28][C:29]([S:32]([CH3:35])(=[O:34])=[O:33])=[CH:30][CH:31]=2)=[N:17]1)[CH3:15]. The catalyst class is: 68. (3) Reactant: [Br:1][C:2]1[C:7]([OH:8])=[CH:6][CH:5]=[CH:4][N:3]=1.[H-].[Na+].[CH3:11]I. Product: [Br:1][C:2]1[C:7]([O:8][CH3:11])=[CH:6][CH:5]=[CH:4][N:3]=1. The catalyst class is: 1. (4) Reactant: [Br:1][C:2]1[C:10]2[N:9]=[C:8](Cl)[N:7]([CH3:12])[C:6]=2[C:5]([N:13]([CH2:17][CH2:18][CH3:19])[CH2:14][CH2:15][CH3:16])=[CH:4][CH:3]=1.[C:20]1([CH3:29])[CH:25]=[C:24]([CH3:26])[CH:23]=[C:22]([CH3:27])[C:21]=1[NH2:28]. Product: [Br:1][C:2]1[C:10]2[N:9]=[C:8]([NH:28][C:21]3[C:22]([CH3:27])=[CH:23][C:24]([CH3:26])=[CH:25][C:20]=3[CH3:29])[N:7]([CH3:12])[C:6]=2[C:5]([N:13]([CH2:17][CH2:18][CH3:19])[CH2:14][CH2:15][CH3:16])=[CH:4][CH:3]=1. The catalyst class is: 13. (5) Reactant: [CH3:1][N:2]([C:6]1[CH:11]=[CH:10][CH:9]=[CH:8][CH:7]=1)[C:3](Cl)=[O:4].[OH:12][C:13]1[N:18]=[CH:17][C:16]([N:19]2[C:24](=[O:25])[CH2:23][CH2:22][CH2:21][C:20]2=[O:26])=[CH:15][CH:14]=1.N12CCN(CC1)CC2. Product: [O:26]=[C:20]1[CH2:21][CH2:22][CH2:23][C:24](=[O:25])[N:19]1[C:16]1[CH:17]=[N:18][C:13]([O:12][C:3](=[O:4])[N:2]([CH3:1])[C:6]2[CH:11]=[CH:10][CH:9]=[CH:8][CH:7]=2)=[CH:14][CH:15]=1. The catalyst class is: 7. (6) The catalyst class is: 3. Product: [CH3:1][O:10][C:11]1[C:20]2[O:19][CH2:18][CH2:17][O:16][C:15]=2[CH:14]=[CH:13][C:12]=1[C:21](=[O:23])[CH3:22]. Reactant: [C:1]([O-])([O-])=O.[K+].[K+].CI.O.[OH:10][C:11]1[C:20]2[O:19][CH2:18][CH2:17][O:16][C:15]=2[CH:14]=[CH:13][C:12]=1[C:21](=[O:23])[CH3:22]. (7) Reactant: C([O:4][C@H:5]1[CH2:9][C@H:8]([N:10]2[C:14]3[N:15]=[CH:16][N:17]=[C:18]([NH:19][C@@H:20]4[C:28]5[C:23](=[CH:24][CH:25]=[CH:26][CH:27]=5)[CH2:22][CH2:21]4)[C:13]=3[CH:12]=[CH:11]2)[CH2:7][C@H:6]1[CH2:29][OH:30])(=O)C.Cl[S:32]([NH2:35])(=[O:34])=[O:33]. Product: [S:32](=[O:34])(=[O:33])([O:30][CH2:29][C@@H:6]1[CH2:7][C@@H:8]([N:10]2[C:14]3[N:15]=[CH:16][N:17]=[C:18]([NH:19][C@@H:20]4[C:28]5[C:23](=[CH:24][CH:25]=[CH:26][CH:27]=5)[CH2:22][CH2:21]4)[C:13]=3[CH:12]=[CH:11]2)[CH2:9][C@@H:5]1[OH:4])[NH2:35]. The catalyst class is: 751. (8) Reactant: [CH3:1][O:2][C:3]([C@@H:5]([N:13]1[CH2:21][C:17]2[CH:18]=[CH:19][S:20][C:16]=2[CH2:15][CH2:14]1)[C:6]1[CH:7]=[CH:8][CH:9]=[CH:10][C:11]=1[Cl:12])=[O:4].[C:22]1([CH3:32])[CH:27]=[CH:26][C:25]([S:28]([OH:31])(=[O:30])=[O:29])=[CH:24][CH:23]=1.C1(C)C=CC=CC=1. Product: [CH3:1][O:2][C:3]([C@@H:5]([N:13]1[CH2:21][C:17]2[CH:18]=[CH:19][S:20][C:16]=2[CH2:15][CH2:14]1)[C:6]1[CH:7]=[CH:8][CH:9]=[CH:10][C:11]=1[Cl:12])=[O:4].[S:28]([C:25]1[CH:26]=[CH:27][C:22]([CH3:32])=[CH:23][CH:24]=1)([O-:31])(=[O:30])=[O:29]. The catalyst class is: 5. (9) Reactant: [CH3:1]C1CCCN(C)C1(C)C.C([Li])CCC.[CH:16]1([CH2:19][CH:20]=[CH:21][CH2:22][CH:23]2[CH2:25][O:24]2)[CH2:18][CH2:17]1. Product: [CH:16]1([CH2:19][CH:20]2[CH:22]3[CH:21]2[CH2:1][CH2:25][CH:23]3[OH:24])[CH2:18][CH2:17]1. The catalyst class is: 237. (10) Reactant: C([N:8]1[CH2:13][CH2:12][N:11]([C:14]([O:16][C:17]([CH3:20])([CH3:19])[CH3:18])=[O:15])[C@H:10]([CH:21]([CH3:23])[CH3:22])[C:9]1=[O:24])C1C=CC=CC=1. Product: [CH:21]([CH:10]1[C:9](=[O:24])[NH:8][CH2:13][CH2:12][N:11]1[C:14]([O:16][C:17]([CH3:19])([CH3:18])[CH3:20])=[O:15])([CH3:23])[CH3:22]. The catalyst class is: 1.